This data is from Catalyst prediction with 721,799 reactions and 888 catalyst types from USPTO. The task is: Predict which catalyst facilitates the given reaction. (1) Reactant: [OH:1][C:2]1[C:3]([C:18](=O)[CH3:19])=[N:4][N:5]([CH3:17])[C:6]=1[C:7]1[CH:12]=[CH:11][C:10]([CH2:13][CH:14]([CH3:16])[CH3:15])=[CH:9][CH:8]=1.[NH:21]([C:23]([NH:25][C:26]1[CH:34]=[CH:33][C:29]([C:30]([OH:32])=[O:31])=[CH:28][CH:27]=1)=[S:24])[NH2:22].CN(C)C=O. The catalyst class is: 126. Product: [OH:1][C:2]1[C:3]([C:18](=[N:22][NH:21][C:23]([NH:25][C:26]2[CH:34]=[CH:33][C:29]([C:30]([OH:32])=[O:31])=[CH:28][CH:27]=2)=[S:24])[CH3:19])=[N:4][N:5]([CH3:17])[C:6]=1[C:7]1[CH:12]=[CH:11][C:10]([CH2:13][CH:14]([CH3:16])[CH3:15])=[CH:9][CH:8]=1. (2) The catalyst class is: 53. Product: [Br:1][C:2]1[CH:3]=[C:4]([CH2:12][Br:13])[C:5]([C:8]([O:10][CH3:11])=[O:9])=[N:6][CH:7]=1. Reactant: [Br:1][C:2]1[CH:3]=[C:4]([CH3:12])[C:5]([C:8]([O:10][CH3:11])=[O:9])=[N:6][CH:7]=1.[Br:13]N1C(=O)CCC1=O. (3) Reactant: [H-].[Na+].[NH:3]1[C:11]2[C:6](=[CH:7][CH:8]=[CH:9][CH:10]=2)[C:5]([C:12]([O:14][CH3:15])=[O:13])=[CH:4]1.[CH:16](I)([CH3:18])[CH3:17].O. Product: [CH:16]([N:3]1[C:11]2[C:6](=[CH:7][CH:8]=[CH:9][CH:10]=2)[C:5]([C:12]([O:14][CH3:15])=[O:13])=[CH:4]1)([CH3:18])[CH3:17]. The catalyst class is: 3. (4) Reactant: [CH2:1]([O:3][C:4]([N:6]1[C:15]2[C:10](=[CH:11][C:12]([C:16]([F:19])([F:18])[F:17])=[CH:13][CH:14]=2)[C@H:9]([C@H:20]([C:25]2[CH:30]=[C:29]([C:31]([F:34])([F:33])[F:32])[CH:28]=[C:27]([C:35]([F:38])([F:37])[F:36])[CH:26]=2)[C:21]([O:23]C)=[O:22])[CH2:8][C@@H:7]1[CH2:39][CH3:40])=[O:5])[CH3:2].[OH-].[Na+].Cl. Product: [CH2:1]([O:3][C:4]([N:6]1[C:15]2[C:10](=[CH:11][C:12]([C:16]([F:17])([F:18])[F:19])=[CH:13][CH:14]=2)[C@@H:9]([C@H:20]([C:25]2[CH:26]=[C:27]([C:35]([F:36])([F:37])[F:38])[CH:28]=[C:29]([C:31]([F:33])([F:32])[F:34])[CH:30]=2)[C:21]([OH:23])=[O:22])[CH2:8][C@H:7]1[CH2:39][CH3:40])=[O:5])[CH3:2]. The catalyst class is: 7. (5) Reactant: [Cl:1][C:2]1[CH:16]=[CH:15][C:5]2[N:6]([CH2:12][CH2:13][F:14])[CH2:7][NH:8][S:9](=[O:11])(=[O:10])[C:4]=2[CH:3]=1.C(N(CC)CC)C.[CH2:24]([N:26]=[C:27]=[O:28])[CH3:25]. Product: [Cl:1][C:2]1[CH:16]=[CH:15][C:5]2[N:6]([CH2:12][CH2:13][F:14])[CH2:7][N:8]([C:27]([NH:26][CH2:24][CH3:25])=[O:28])[S:9](=[O:11])(=[O:10])[C:4]=2[CH:3]=1. The catalyst class is: 10. (6) Reactant: [CH3:1][C:2]1[N+:11]([O-])=[CH:10][CH:9]=[CH:8][C:3]=1[C:4]([O:6][CH3:7])=[O:5]. Product: [C:4]([O:6][C:9]1[CH:10]=[N:11][C:2]([CH3:1])=[C:3]([CH:8]=1)[C:4]([O:6][CH3:7])=[O:5])(=[O:5])[CH3:3]. The catalyst class is: 152. (7) Reactant: [Br:1][C:2]1[CH:11]=[CH:10][C:9]2[N:8]=[CH:7][C:6]3[NH:12][C:13](=[O:26])[N:14]([C:15]4[CH:20]=[CH:19][C:18]([C:21]([CH3:25])([CH3:24])[C:22]#[N:23])=[CH:17][CH:16]=4)[C:5]=3[C:4]=2[CH:3]=1.C(N(CC)CC)C.[CH3:34][O:35][C:36]1[CH:37]=[C:38]([S:42](Cl)(=[O:44])=[O:43])[CH:39]=[CH:40][CH:41]=1.O. Product: [Br:1][C:2]1[CH:11]=[CH:10][C:9]2[N:8]=[CH:7][C:6]3[N:12]([S:42]([C:38]4[CH:39]=[CH:40][CH:41]=[C:36]([O:35][CH3:34])[CH:37]=4)(=[O:44])=[O:43])[C:13](=[O:26])[N:14]([C:15]4[CH:20]=[CH:19][C:18]([C:21]([CH3:24])([CH3:25])[C:22]#[N:23])=[CH:17][CH:16]=4)[C:5]=3[C:4]=2[CH:3]=1. The catalyst class is: 4.